From a dataset of Full USPTO retrosynthesis dataset with 1.9M reactions from patents (1976-2016). Predict the reactants needed to synthesize the given product. (1) Given the product [Br:1][C:2]1[CH:3]=[CH:4][C:5]([N:8]2[CH2:13][CH2:12][N:11]([C:18]([CH:16]3[CH2:17][C:15]3([F:21])[F:14])=[O:19])[CH2:10][CH2:9]2)=[CH:6][CH:7]=1, predict the reactants needed to synthesize it. The reactants are: [Br:1][C:2]1[CH:7]=[CH:6][C:5]([N:8]2[CH2:13][CH2:12][NH:11][CH2:10][CH2:9]2)=[CH:4][CH:3]=1.[F:14][C:15]1([F:21])[CH2:17][CH:16]1[C:18](O)=[O:19].CN(C)CCCN=C=NCC.CCN(C(C)C)C(C)C. (2) Given the product [CH3:22][C:21]1[O:20][C:9]([C:10]2[CH:11]=[C:12]3[C:17](=[CH:18][CH:19]=2)[N:16]=[CH:15][CH:14]=[CH:13]3)=[C:8]([C:6]2[CH:5]=[CH:4][CH:3]=[C:2]([CH3:1])[N:7]=2)[N:29]=1, predict the reactants needed to synthesize it. The reactants are: [CH3:1][C:2]1[N:7]=[C:6]([C:8](=O)[CH:9]([O:20][C:21](=O)[CH3:22])[C:10]2[CH:11]=[C:12]3[C:17](=[CH:18][CH:19]=2)[N:16]=[CH:15][CH:14]=[CH:13]3)[CH:5]=[CH:4][CH:3]=1.C([O-])(=O)C.[NH4+:29]. (3) Given the product [C:2]12([CH2:12][O:13][C:14]([C:16]([F:22])([F:21])[S:17]([O-:20])(=[O:18])=[O:19])=[O:15])[CH2:11][CH:6]3[CH2:5][CH:4]([CH2:10][CH:8]([CH2:7]3)[CH2:9]1)[CH2:3]2.[C:37]1([S+:30]([C:24]2[CH:25]=[CH:26][CH:27]=[CH:28][CH:29]=2)[C:31]2[CH:36]=[CH:35][CH:34]=[CH:33][CH:32]=2)[CH:38]=[CH:39][CH:40]=[CH:41][CH:42]=1, predict the reactants needed to synthesize it. The reactants are: [Na].[C:2]12([CH2:12][O:13][C:14]([C:16]([F:22])([F:21])[S:17]([OH:20])(=[O:19])=[O:18])=[O:15])[CH2:11][CH:6]3[CH2:7][CH:8]([CH2:10][CH:4]([CH2:5]3)[CH2:3]1)[CH2:9]2.[Cl-].[C:24]1([S+:30]([C:37]2[CH:42]=[CH:41][CH:40]=[CH:39][CH:38]=2)[C:31]2[CH:36]=[CH:35][CH:34]=[CH:33][CH:32]=2)[CH:29]=[CH:28][CH:27]=[CH:26][CH:25]=1. (4) Given the product [CH3:8][O:9][C:10]1[N:15]=[CH:14][C:13]([N:16]2[CH2:21][C@@:19]3([CH2:20][CH2:33][CH2:32][C@@:31]([CH2:39][N:40]4[C:44]5[CH:45]=[C:46]([C:49]#[N:50])[CH:47]=[CH:48][C:43]=5[N:42]=[CH:41]4)([CH3:30])[CH2:22]3)[O:18][C:17]2=[O:23])=[CH:12][CH:11]=1, predict the reactants needed to synthesize it. The reactants are: CN1C(=O)CCC1.[CH3:8][O:9][C:10]1[N:15]=[CH:14][C:13]([NH:16][C:17](=[O:23])[O:18][C:19]([CH3:22])([CH3:21])[CH3:20])=[CH:12][CH:11]=1.CC(C)([O-])C.[K+].[CH3:30][C@:31]1([CH2:39][N:40]2[C:44]3[CH:45]=[C:46]([C:49]#[N:50])[CH:47]=[CH:48][C:43]=3[N:42]=[CH:41]2)CCC[C@:33]2(OC2)[CH2:32]1. (5) Given the product [CH3:18][O:17][C:16](=[O:19])[NH:15][C@@H:12]1[CH:13]2[C:2](=[O:1])[CH2:3][C@H:4]([C:20]3[NH:21][C:22]([C:25]4[CH:26]=[CH:27][C:28]([C:31]5[CH:36]=[CH:35][C:34]([C:37]6[NH:41][C:40]([C@@H:42]7[CH2:46][CH2:45][CH2:44][N:43]7[C:53](=[O:54])[C@@H:52]([NH:51][C:49]([O:48][CH3:47])=[O:50])[CH:56]([CH3:58])[CH3:57])=[N:39][N:38]=6)=[CH:33][CH:32]=5)=[CH:29][CH:30]=4)=[CH:23][N:24]=3)[CH2:5][N:6]3[C:14]2=[C:9]([CH:8]=[CH:7]3)[CH2:10][CH2:11]1, predict the reactants needed to synthesize it. The reactants are: [O:1]=[C:2]1[CH:13]2[C:14]3[N:6]([CH:7]=[CH:8][C:9]=3[CH2:10][CH2:11][C@@H:12]2[NH:15][C:16](=[O:19])[O:17][CH3:18])[CH2:5][C@@H:4]([C:20]2[NH:21][C:22]([C:25]3[CH:30]=[CH:29][C:28]([C:31]4[CH:36]=[CH:35][C:34]([C:37]5[NH:41][C:40]([C@@H:42]6[CH2:46][CH2:45][CH2:44][NH:43]6)=[N:39][N:38]=5)=[CH:33][CH:32]=4)=[CH:27][CH:26]=3)=[CH:23][N:24]=2)[CH2:3]1.[CH3:47][O:48][C:49]([NH:51][C@@H:52]([CH:56]([CH3:58])[CH3:57])[C:53](O)=[O:54])=[O:50].CCN(C(C)C)C(C)C.CN(C(ON1N=NC2C=CC=NC1=2)=[N+](C)C)C.F[P-](F)(F)(F)(F)F. (6) The reactants are: [O:1]1[C:5]2[CH:6]=[CH:7][C:8]([C:10]3[S:11][CH:12]=[C:13]([C:15]([OH:17])=O)[N:14]=3)=[CH:9][C:4]=2[CH2:3][CH2:2]1.[NH2:18][C:19]1[C:24]([OH:25])=[CH:23][CH:22]=[CH:21][N:20]=1.F[P-](F)(F)(F)(F)F.N1(OC(N(C)C)=[N+](C)C)C2C=CC=CC=2N=N1.C(N(CC)C(C)C)(C)C. Given the product [O:1]1[C:5]2[CH:6]=[CH:7][C:8]([C:10]3[S:11][CH:12]=[C:13]([C:15]([NH:18][C:19]4[C:24]([OH:25])=[CH:23][CH:22]=[CH:21][N:20]=4)=[O:17])[N:14]=3)=[CH:9][C:4]=2[CH2:3][CH2:2]1, predict the reactants needed to synthesize it.